Dataset: Forward reaction prediction with 1.9M reactions from USPTO patents (1976-2016). Task: Predict the product of the given reaction. The product is: [NH2:1][C:2]1[C:7]([F:8])=[C:6]([CH:9]2[CH2:13][CH2:12][CH2:11][O:10]2)[N:5]=[C:4]([CH:14]=[O:15])[C:3]=1[Cl:16]. Given the reactants [NH2:1][C:2]1[C:7]([F:8])=[C:6]([CH:9]2[CH2:13][CH2:12][CH2:11][O:10]2)[N:5]=[C:4]([CH:14]=[O:15])[CH:3]=1.[Cl:16]N1C(C)(C)C(=O)N(Cl)C1=O, predict the reaction product.